Dataset: Catalyst prediction with 721,799 reactions and 888 catalyst types from USPTO. Task: Predict which catalyst facilitates the given reaction. (1) Reactant: C(O[C:4](=[O:18])[CH2:5][C@H:6]1[CH2:11][CH2:10][CH2:9][C@@H:8]([CH2:12][C:13]([O:15][CH2:16][CH3:17])=[O:14])[CH2:7]1)C.[H-].[Na+]. Product: [CH2:16]([O:15][C:13]([CH:12]1[C:4](=[O:18])[CH2:5][CH:6]2[CH2:7][CH:8]1[CH2:9][CH2:10][CH2:11]2)=[O:14])[CH3:17]. The catalyst class is: 57. (2) Reactant: C[C:2]([CH3:5])([O-])C.[K+].[C:7]([CH2:9]P(=O)(OCC)OCC)#[N:8].O=[C:19]1[CH2:24][CH2:23][N:22]([C:25]([O:27][C:28]([CH3:31])(C)C)=[O:26])[CH2:21][CH2:20]1. Product: [C:7]([CH:9]=[C:19]1[CH2:20][CH2:21][N:22]([C:25]([O:27][CH2:28][CH2:31][CH2:2][CH3:5])=[O:26])[CH2:23][CH2:24]1)#[N:8]. The catalyst class is: 1.